This data is from Reaction yield outcomes from USPTO patents with 853,638 reactions. The task is: Predict the reaction yield, written as a fraction of the theoretical maximum amount of product (1.0 means a 100% yield; for example, 0.34 means a 34% yield). (1) The reactants are [CH3:1][C:2]1[N:6]([CH2:7][CH2:8][C:9]2[CH:14]=[CH:13][CH:12]=[CH:11][CH:10]=2)[N:5]=[C:4]([C:15]([O:17]CC)=[O:16])[CH:3]=1.[OH-].[Na+]. The catalyst is C(O)C.C(OCC)(=O)C.O. The product is [CH3:1][C:2]1[N:6]([CH2:7][CH2:8][C:9]2[CH:10]=[CH:11][CH:12]=[CH:13][CH:14]=2)[N:5]=[C:4]([C:15]([OH:17])=[O:16])[CH:3]=1. The yield is 0.950. (2) The reactants are Br[C:2]1[S:3][C:4]([C:7]([C:9]2[C:17]3[C:12](=[N:13][CH:14]=[CH:15][CH:16]=3)[NH:11][CH:10]=2)=[O:8])=[CH:5][N:6]=1.[Cl:18][C:19]1[CH:26]=[CH:25][C:22]([CH2:23][NH2:24])=[CH:21][CH:20]=1.C(N(CC)C(C)C)(C)C.O. The catalyst is O1CCCC1. The product is [Cl:18][C:19]1[CH:26]=[CH:25][C:22]([CH2:23][NH:24][C:2]2[S:3][C:4]([C:7]([C:9]3[C:17]4[C:12](=[N:13][CH:14]=[CH:15][CH:16]=4)[NH:11][CH:10]=3)=[O:8])=[CH:5][N:6]=2)=[CH:21][CH:20]=1. The yield is 0.300. (3) The reactants are [Cl:1][C:2]1[C:7]([C:8]#[N:9])=[C:6]([N:10]2[CH2:14][CH2:13][CH2:12][CH2:11]2)[C:5]([O:15][CH2:16][CH3:17])=[C:4]([CH:18](O)[CH3:19])[CH:3]=1.CN(C)C=O.S(Cl)([Cl:28])=O. The catalyst is C(Cl)Cl.C(OCC)(=O)C. The product is [Cl:1][C:2]1[C:7]([C:8]#[N:9])=[C:6]([N:10]2[CH2:14][CH2:13][CH2:12][CH2:11]2)[C:5]([O:15][CH2:16][CH3:17])=[C:4]([CH:18]([Cl:28])[CH3:19])[CH:3]=1. The yield is 1.00. (4) The reactants are [CH2:1]([O:3][C:4]([C:6]1[C:15]2[C:10](=[CH:11][C:12]([O:18][CH3:19])=[C:13]([O:16][CH3:17])[CH:14]=2)[CH2:9][CH2:8][N:7]=1)=[O:5])[CH3:2].C(N(CC)CC)C.[C:27](O[C:27]([O:29][C:30]([CH3:33])([CH3:32])[CH3:31])=[O:28])([O:29][C:30]([CH3:33])([CH3:32])[CH3:31])=[O:28]. The catalyst is CCO.C(Cl)Cl.[Pd]. The product is [CH2:1]([O:3][C:4]([CH:6]1[C:15]2[C:10](=[CH:11][C:12]([O:18][CH3:19])=[C:13]([O:16][CH3:17])[CH:14]=2)[CH2:9][CH2:8][N:7]1[C:27]([O:29][C:30]([CH3:33])([CH3:32])[CH3:31])=[O:28])=[O:5])[CH3:2]. The yield is 0.970.